From a dataset of Catalyst prediction with 721,799 reactions and 888 catalyst types from USPTO. Predict which catalyst facilitates the given reaction. (1) Reactant: CN(C(ON1N=NC2C=CC=CC1=2)=[N+](C)C)C.[B-](F)(F)(F)F.C(N(CC)CC)C.[NH2:30][C:31]1[C:32]([C:48]([OH:50])=O)=[N:33][C:34]([N:37]2[CH2:42][CH2:41][N:40]([S:43]([CH2:46][CH3:47])(=[O:45])=[O:44])[CH2:39][CH2:38]2)=[CH:35][N:36]=1.[C:51]([NH:59][NH2:60])(=[O:58])[C:52]1[CH:57]=[CH:56][CH:55]=[CH:54][CH:53]=1. Product: [NH2:30][C:31]1[C:32]([C:48]([NH:60][NH:59][C:51](=[O:58])[C:52]2[CH:57]=[CH:56][CH:55]=[CH:54][CH:53]=2)=[O:50])=[N:33][C:34]([N:37]2[CH2:38][CH2:39][N:40]([S:43]([CH2:46][CH3:47])(=[O:44])=[O:45])[CH2:41][CH2:42]2)=[CH:35][N:36]=1. The catalyst class is: 173. (2) Reactant: [Br:1][C:2]1[CH:3]=[N:4][C:5](Cl)=[N:6][CH:7]=1.CCN(C(C)C)C(C)C.[NH:18]1[CH2:23][CH2:22][NH:21][CH2:20][C:19]1=[O:24]. Product: [Br:1][C:2]1[CH:3]=[N:4][C:5]([N:21]2[CH2:22][CH2:23][NH:18][C:19](=[O:24])[CH2:20]2)=[N:6][CH:7]=1. The catalyst class is: 23. (3) Reactant: C(OC([N:8]1[CH2:13][CH2:12][N:11]([CH2:14][CH2:15][S:16]([CH3:19])(=[O:18])=[O:17])[C:10]([CH3:21])([CH3:20])[CH2:9]1)=O)(C)(C)C.C(O)(C(F)(F)F)=O. Product: [CH3:19][S:16]([CH2:15][CH2:14][N:11]1[CH2:12][CH2:13][NH:8][CH2:9][C:10]1([CH3:21])[CH3:20])(=[O:17])=[O:18]. The catalyst class is: 2. (4) Reactant: [CH3:1][O:2][C:3]1[CH:22]=[C:21]([O:23][CH3:24])[CH:20]=[CH:19][C:4]=1[CH2:5][N:6]1[C:11](=[O:12])[C:10]2[CH:13]=[C:14]([CH2:16][CH3:17])[S:15][C:9]=2[NH:8][C:7]1=[O:18].Br[CH2:26][C:27]1[CH:32]=[CH:31][C:30]([C:33]2[C:34]([C:39]#[N:40])=[CH:35][CH:36]=[CH:37][CH:38]=2)=[CH:29][C:28]=1[F:41].C(=O)([O-])[O-].[K+].[K+]. Product: [CH3:1][O:2][C:3]1[CH:22]=[C:21]([O:23][CH3:24])[CH:20]=[CH:19][C:4]=1[CH2:5][N:6]1[C:11](=[O:12])[C:10]2[CH:13]=[C:14]([CH2:16][CH3:17])[S:15][C:9]=2[N:8]([CH2:26][C:27]2[CH:32]=[CH:31][C:30]([C:33]3[C:34]([C:39]#[N:40])=[CH:35][CH:36]=[CH:37][CH:38]=3)=[CH:29][C:28]=2[F:41])[C:7]1=[O:18]. The catalyst class is: 10. (5) Reactant: [CH3:1][O:2][C:3]1[CH:20]=[CH:19][C:6]([CH2:7][NH:8][C:9]2[CH:10]=[C:11]3[C:16](=[CH:17][CH:18]=2)[CH2:15][NH:14][CH2:13][CH2:12]3)=[CH:5][CH:4]=1.[C:21](Cl)(=[O:23])[CH3:22].C(N(CC)CC)C. Product: [CH3:1][O:2][C:3]1[CH:4]=[CH:5][C:6]([CH2:7][NH:8][C:9]2[CH:10]=[C:11]3[C:16](=[CH:17][CH:18]=2)[CH2:15][N:14]([C:21](=[O:23])[CH3:22])[CH2:13][CH2:12]3)=[CH:19][CH:20]=1. The catalyst class is: 2. (6) Reactant: [CH:1]([N:14]1[C:22]2[C:17](=[CH:18][C:19]([Cl:23])=[CH:20][CH:21]=2)[C:16]([CH2:24][CH2:25][S:26]([C:29]2[CH:38]=[CH:37][C:32]([C:33]([O:35]C)=[O:34])=[CH:31][CH:30]=2)(=[O:28])=[O:27])=[C:15]1[CH2:39][CH2:40][NH:41][S:42]([CH2:45][C:46]1[CH:51]=[CH:50][C:49]([Cl:52])=[C:48]([Cl:53])[CH:47]=1)(=[O:44])=[O:43])([C:8]1[CH:13]=[CH:12][CH:11]=[CH:10][CH:9]=1)[C:2]1[CH:7]=[CH:6][CH:5]=[CH:4][CH:3]=1.C1COCC1.[OH-].[Na+]. Product: [CH:1]([N:14]1[C:22]2[C:17](=[CH:18][C:19]([Cl:23])=[CH:20][CH:21]=2)[C:16]([CH2:24][CH2:25][S:26]([C:29]2[CH:38]=[CH:37][C:32]([C:33]([OH:35])=[O:34])=[CH:31][CH:30]=2)(=[O:28])=[O:27])=[C:15]1[CH2:39][CH2:40][NH:41][S:42]([CH2:45][C:46]1[CH:51]=[CH:50][C:49]([Cl:52])=[C:48]([Cl:53])[CH:47]=1)(=[O:43])=[O:44])([C:2]1[CH:3]=[CH:4][CH:5]=[CH:6][CH:7]=1)[C:8]1[CH:13]=[CH:12][CH:11]=[CH:10][CH:9]=1. The catalyst class is: 5. (7) Reactant: [Br:1][C:2]1[CH:7]=[C:6]([CH3:8])[C:5]([CH:9]=[C:10]2[CH:15]3[CH2:16][CH:12]([CH2:13][CH2:14]3)[C:11]2=[O:17])=[C:4]([CH3:18])[CH:3]=1.OO.[Se](=O)=[O:22]. Product: [Br:1][C:2]1[CH:3]=[C:4]([CH3:18])[C:5]([CH:9]=[C:10]2[CH:15]3[CH2:16][CH:12]([CH2:13][CH2:14]3)[C:11](=[O:17])[O:22]2)=[C:6]([CH3:8])[CH:7]=1. The catalyst class is: 107. (8) Reactant: Br[CH:2]([C:4]1[O:5][C:6](=[O:19])[C:7]2[C:12]([C:13]=1[C:14]1[S:18][CH:17]=[N:16][CH:15]=1)=[CH:11][CH:10]=[CH:9][CH:8]=2)[CH3:3].[NH:20]1[C:24]2=[N:25][CH:26]=[N:27][C:28]([NH2:29])=[C:23]2[CH:22]=[N:21]1.C([O-])([O-])=O.[K+].[K+]. Product: [NH2:29][C:28]1[N:27]=[CH:26][N:25]=[C:24]2[N:20]([CH:2]([C:4]3[O:5][C:6](=[O:19])[C:7]4[C:12]([C:13]=3[C:14]3[S:18][CH:17]=[N:16][CH:15]=3)=[CH:11][CH:10]=[CH:9][CH:8]=4)[CH3:3])[N:21]=[CH:22][C:23]=12. The catalyst class is: 3. (9) Product: [CH3:36][O:35][C:31]1[CH:32]=[C:33]2[C:28](=[CH:29][C:30]=1[O:37][CH2:38][CH2:39][N:40]1[CH2:45][CH2:44][CH2:43][CH2:42][CH2:41]1)[C:17]1[N:18]([CH2:20][O:21][CH2:22][CH2:23][Si:24]([CH3:27])([CH3:25])[CH3:26])[N:19]=[C:15]([C:12]3[CH:11]=[CH:10][C:9]([OH:8])=[CH:14][CH:13]=3)[C:16]=1[CH2:34]2. Reactant: C([O:8][C:9]1[CH:14]=[CH:13][C:12]([C:15]2[C:16]3[CH2:34][C:33]4[C:28](=[CH:29][C:30]([O:37][CH2:38][CH2:39][N:40]5[CH2:45][CH2:44][CH2:43][CH2:42][CH2:41]5)=[C:31]([O:35][CH3:36])[CH:32]=4)[C:17]=3[N:18]([CH2:20][O:21][CH2:22][CH2:23][Si:24]([CH3:27])([CH3:26])[CH3:25])[N:19]=2)=[CH:11][CH:10]=1)C1C=CC=CC=1. The catalyst class is: 123. (10) Reactant: [CH3:1][C:2]1[C:6]([CH3:7])=[C:5]([N:8](COCCOC)[S:9]([C:12]2[S:13][C:14]([CH3:45])=[CH:15][C:16]=2[C:17]2[CH:22]=[CH:21][C:20]([CH2:23][N:24]3[C:32]4[CH:31]=[C:30]([CH2:33][CH3:34])[N:29]=[C:28]([CH3:35])[C:27]=4[C:26]([C:36]4[S:37][CH:38]=[CH:39][CH:40]=4)=[N:25]3)=[CH:19][C:18]=2[CH2:41][O:42][CH2:43][CH3:44])(=[O:11])=[O:10])[O:4][N:3]=1.Cl. Product: [CH3:1][C:2]1[C:6]([CH3:7])=[C:5]([NH:8][S:9]([C:12]2[S:13][C:14]([CH3:45])=[CH:15][C:16]=2[C:17]2[CH:22]=[CH:21][C:20]([CH2:23][N:24]3[C:32]4[CH:31]=[C:30]([CH2:33][CH3:34])[N:29]=[C:28]([CH3:35])[C:27]=4[C:26]([C:36]4[S:37][CH:38]=[CH:39][CH:40]=4)=[N:25]3)=[CH:19][C:18]=2[CH2:41][O:42][CH2:43][CH3:44])(=[O:11])=[O:10])[O:4][N:3]=1. The catalyst class is: 8.